This data is from Full USPTO retrosynthesis dataset with 1.9M reactions from patents (1976-2016). The task is: Predict the reactants needed to synthesize the given product. (1) Given the product [NH2:23][C:22]1[CH:21]=[C:20]([CH:26]=[CH:25][CH:24]=1)[O:19][C:13]1[C:12]2[C:17](=[CH:18][C:9]([OH:8])=[C:10]([O:27][CH3:28])[CH:11]=2)[N:16]=[CH:15][N:14]=1, predict the reactants needed to synthesize it. The reactants are: C([O:8][C:9]1[CH:18]=[C:17]2[C:12]([C:13]([O:19][C:20]3[CH:21]=[C:22]([CH:24]=[CH:25][CH:26]=3)[NH2:23])=[N:14][CH:15]=[N:16]2)=[CH:11][C:10]=1[O:27][CH3:28])C1C=CC=CC=1.[H][H]. (2) Given the product [CH3:1][C:2]1[CH:7]=[CH:6][C:5]([NH:8][C:9](=[O:22])[C:10]2[CH:15]=[CH:14][C:13]([CH2:16][N:44]3[CH2:45][CH2:46][N:41]([CH3:40])[CH2:42][CH2:43]3)=[C:12]([C:18]([F:21])([F:20])[F:19])[CH:11]=2)=[CH:4][C:3]=1[NH:23][C:24](=[O:33])[CH:25]=[CH:26][C:27]1[CH:28]=[N:29][CH:30]=[CH:31][CH:32]=1, predict the reactants needed to synthesize it. The reactants are: [CH3:1][C:2]1[CH:7]=[CH:6][C:5]([NH:8][C:9](=[O:22])[C:10]2[CH:15]=[CH:14][C:13]([CH2:16]Br)=[C:12]([C:18]([F:21])([F:20])[F:19])[CH:11]=2)=[CH:4][C:3]=1[NH:23][C:24](=[O:33])[CH:25]=[CH:26][C:27]1[CH:28]=[N:29][CH:30]=[CH:31][CH:32]=1.C(=O)([O-])[O-].[K+].[K+].[CH3:40][N:41]1[CH2:46][CH2:45][NH:44][CH2:43][CH2:42]1. (3) The reactants are: [Cl:1][C:2]1[CH:7]=[CH:6][C:5]([OH:8])=[CH:4][C:3]=1[C:9]1[C:18]2[C:13](=[C:14]([Cl:19])[CH:15]=[CH:16][CH:17]=2)[N:12]=[CH:11][N:10]=1.Br[CH2:21][C:22]1[CH:27]=[CH:26][CH:25]=[C:24]([S:28]([CH3:31])(=[O:30])=[O:29])[CH:23]=1. Given the product [Cl:19][C:14]1[CH:15]=[CH:16][CH:17]=[C:18]2[C:13]=1[N:12]=[CH:11][N:10]=[C:9]2[C:3]1[CH:4]=[C:5]([O:8][CH2:21][C:22]2[CH:27]=[CH:26][CH:25]=[C:24]([S:28]([CH3:31])(=[O:30])=[O:29])[CH:23]=2)[CH:6]=[CH:7][C:2]=1[Cl:1], predict the reactants needed to synthesize it.